This data is from Full USPTO retrosynthesis dataset with 1.9M reactions from patents (1976-2016). The task is: Predict the reactants needed to synthesize the given product. Given the product [CH2:11]([N:13]([CH2:17][CH3:18])[C:7]([C:3]1[CH:2]=[C:1]([CH3:10])[CH:6]=[CH:5][CH:4]=1)=[O:9])[CH3:12], predict the reactants needed to synthesize it. The reactants are: [C:1]1([CH3:10])[CH:6]=[CH:5][CH:4]=[C:3]([C:7]([OH:9])=O)[CH:2]=1.[CH2:11]([N:13]([CH2:17][CH3:18])C(Cl)=O)[CH3:12].C(N(CC)CC)C.